From a dataset of Forward reaction prediction with 1.9M reactions from USPTO patents (1976-2016). Predict the product of the given reaction. (1) Given the reactants [CH3:1][N:2]1[CH:6]=[CH:5][C:4]([NH2:7])=[N:3]1.CCN(C(C)C)C(C)C.[C:17]([O:21][C:22]([NH:24][C:25]1([CH:29]([OH:33])[C:30](O)=[O:31])[CH2:28][CH2:27][CH2:26]1)=[O:23])([CH3:20])([CH3:19])[CH3:18].CN(C(ON1N=NC2C=CC=NC1=2)=[N+](C)C)C.F[P-](F)(F)(F)(F)F, predict the reaction product. The product is: [OH:33][CH:29]([C:25]1([NH:24][C:22](=[O:23])[O:21][C:17]([CH3:19])([CH3:18])[CH3:20])[CH2:28][CH2:27][CH2:26]1)[C:30]([NH:7][C:4]1[CH:5]=[CH:6][N:2]([CH3:1])[N:3]=1)=[O:31]. (2) Given the reactants [S:1]1[CH:5]=[CH:4][CH:3]=[C:2]1[C:6]([NH:8][CH2:9][C:10]([OH:12])=[O:11])=O.[F:13][C:14]1[C:19]([CH:20]=O)=[CH:18][CH:17]=[CH:16][N:15]=1.C([O-])(=O)C.[Na+].C(OC(=O)C)(=O)C, predict the reaction product. The product is: [F:13][C:14]1[C:19]([CH:20]=[C:9]2[C:10](=[O:11])[O:12][C:6]([C:2]3[S:1][CH:5]=[CH:4][CH:3]=3)=[N:8]2)=[CH:18][CH:17]=[CH:16][N:15]=1.